This data is from Forward reaction prediction with 1.9M reactions from USPTO patents (1976-2016). The task is: Predict the product of the given reaction. (1) Given the reactants [F:1][C:2]([F:39])([F:38])[C:3]1[CH:4]=[C:5]([CH:31]=[C:32]([C:34]([F:37])([F:36])[F:35])[CH:33]=1)[CH2:6][N:7]1[CH2:14][CH2:13][CH2:12][NH:11][C:10]2[N:15]=[C:16](S(C)(=O)=O)[N:17]=[C:18]([C:19]3[CH:24]=[CH:23][CH:22]=[CH:21][C:20]=3[CH3:25])[C:9]=2[C:8]1=[O:30].[N:40]1([CH:45]2[CH2:50][CH2:49][NH:48][CH2:47][CH2:46]2)[CH2:44][CH2:43][CH2:42][CH2:41]1, predict the reaction product. The product is: [F:1][C:2]([F:39])([F:38])[C:3]1[CH:4]=[C:5]([CH:31]=[C:32]([C:34]([F:37])([F:36])[F:35])[CH:33]=1)[CH2:6][N:7]1[CH2:14][CH2:13][CH2:12][NH:11][C:10]2[N:15]=[C:16]([N:48]3[CH2:49][CH2:50][CH:45]([N:40]4[CH2:44][CH2:43][CH2:42][CH2:41]4)[CH2:46][CH2:47]3)[N:17]=[C:18]([C:19]3[CH:24]=[CH:23][CH:22]=[CH:21][C:20]=3[CH3:25])[C:9]=2[C:8]1=[O:30]. (2) Given the reactants [CH:1]1([C:7]2[C:15]3[C:10](=[CH:11][C:12]([C:16]([OH:18])=[O:17])=[CH:13][CH:14]=3)[N:9]([CH2:19][C:20]([N:22]3[CH2:27][CH2:26][O:25][CH2:24][CH2:23]3)=[O:21])[C:8]=2[C:28]2[CH:33]=[CH:32][C:31]([C:34]3C=C[C:37]([N:40](C)[CH3:41])=[CH:36][CH:35]=3)=[CH:30][CH:29]=2)[CH2:6][CH2:5][CH2:4][CH2:3][CH2:2]1.[CH3:43][O:44]C(C1C=C2C(C(C3CCCCC3)=C(C3C=CC(OS(C(F)(F)F)(=O)=O)=CC=3)N2CC(N2CCOCC2)=O)=CC=1)=O.COC1C(B(O)O)=CC=CN=1, predict the reaction product. The product is: [CH:1]1([C:7]2[C:15]3[C:10](=[CH:11][C:12]([C:16]([OH:18])=[O:17])=[CH:13][CH:14]=3)[N:9]([CH2:19][C:20]([N:22]3[CH2:27][CH2:26][O:25][CH2:24][CH2:23]3)=[O:21])[C:8]=2[C:28]2[CH:29]=[CH:30][C:31]([C:34]3[C:41]([O:44][CH3:43])=[N:40][CH:37]=[CH:36][CH:35]=3)=[CH:32][CH:33]=2)[CH2:2][CH2:3][CH2:4][CH2:5][CH2:6]1.